This data is from Full USPTO retrosynthesis dataset with 1.9M reactions from patents (1976-2016). The task is: Predict the reactants needed to synthesize the given product. Given the product [CH:27]([N:30]([C:21]([C:14]1[C:15]([C:17]([F:20])([F:18])[F:19])=[CH:16][C:11]2[O:10][C:9]([CH3:25])([CH3:24])[C:8](=[O:26])[N:7]([CH2:6][CH2:5][CH2:4][CH2:3][O:2][CH3:1])[C:12]=2[CH:13]=1)=[O:23])[CH:31]1[CH2:35][CH2:34][N:33]([C:36]([O:38][CH2:39][C:40]2[CH:41]=[CH:42][CH:43]=[CH:44][CH:45]=2)=[O:37])[CH2:32]1)([CH3:29])[CH3:28], predict the reactants needed to synthesize it. The reactants are: [CH3:1][O:2][CH2:3][CH2:4][CH2:5][CH2:6][N:7]1[C:12]2[CH:13]=[C:14]([C:21]([OH:23])=O)[C:15]([C:17]([F:20])([F:19])[F:18])=[CH:16][C:11]=2[O:10][C:9]([CH3:25])([CH3:24])[C:8]1=[O:26].[CH:27]([NH:30][CH:31]1[CH2:35][CH2:34][N:33]([C:36]([O:38][CH2:39][C:40]2[CH:45]=[CH:44][CH:43]=[CH:42][CH:41]=2)=[O:37])[CH2:32]1)([CH3:29])[CH3:28].